From a dataset of Forward reaction prediction with 1.9M reactions from USPTO patents (1976-2016). Predict the product of the given reaction. (1) Given the reactants [Cl:1][C:2]1[CH:8]=[C:7]([O:9][C:10]2[C:19]3[C:14](=[CH:15][C:16]([O:22][CH3:23])=[C:17]([O:20][CH3:21])[CH:18]=3)[N:13]=[CH:12][CH:11]=2)[CH:6]=[CH:5][C:3]=1[NH2:4].C(N(C(C)C)CC)(C)C.ClC(Cl)(O[C:37](=[O:43])OC(Cl)(Cl)Cl)Cl.[NH2:45][C:46]1[S:47][C:48]([CH:51]2[CH2:53][CH2:52]2)=[N:49][N:50]=1, predict the reaction product. The product is: [Cl:1][C:2]1[CH:8]=[C:7]([O:9][C:10]2[C:19]3[C:14](=[CH:15][C:16]([O:22][CH3:23])=[C:17]([O:20][CH3:21])[CH:18]=3)[N:13]=[CH:12][CH:11]=2)[CH:6]=[CH:5][C:3]=1[NH:4][C:37]([NH:45][C:46]1[S:47][C:48]([CH:51]2[CH2:53][CH2:52]2)=[N:49][N:50]=1)=[O:43]. (2) Given the reactants C([NH:4][C@@H:5]1[C:11](=[O:12])[O:10][C:8](=[O:9])[CH:7]([CH3:13])[CH2:6]1)(O)=[O:2].C([NH:17][C@@H:18]1[C:24](=[O:25])[O:23][C:21](=[O:22])[CH:20]([CH2:26][CH2:27][CH2:28][CH2:29][CH2:30][CH2:31][CH2:32][CH3:33])[CH2:19]1)(O)=[O:15].CN(C)CCCN, predict the reaction product. The product is: [CH3:13][CH:7]([C:8]([OH:9])=[O:15])[CH2:6][C@@H:5]([C:11]([OH:10])=[O:12])[NH2:4].[CH2:26]([CH:20]([C:21]([OH:22])=[O:2])[CH2:19][C@@H:18]([C:24]([OH:23])=[O:25])[NH2:17])[CH2:27][CH2:28][CH2:29][CH2:30][CH2:31][CH2:32][CH3:33]. (3) Given the reactants Cl[C:2]1[N:7]=[CH:6][N:5]=[C:4]([C:8]([NH:10][C:11]2[CH:16]=[CH:15][C:14]([S:17]([NH:20][CH2:21][CH2:22][CH2:23][C:24]([O:26][CH2:27][CH3:28])=[O:25])(=[O:19])=[O:18])=[CH:13][C:12]=2[CH3:29])=[O:9])[CH:3]=1.C(NC(C)C)(C)C.[CH:37]1([CH2:40][NH:41][CH:42]2[CH2:47][CH2:46][CH2:45][CH2:44][CH2:43]2)[CH2:39][CH2:38]1, predict the reaction product. The product is: [CH:42]1([N:41]([CH2:40][CH:37]2[CH2:38][CH2:39]2)[C:2]2[N:7]=[CH:6][N:5]=[C:4]([C:8]([NH:10][C:11]3[CH:16]=[CH:15][C:14]([S:17]([NH:20][CH2:21][CH2:22][CH2:23][C:24]([O:26][CH2:27][CH3:28])=[O:25])(=[O:19])=[O:18])=[CH:13][C:12]=3[CH3:29])=[O:9])[CH:3]=2)[CH2:43][CH2:44][CH2:45][CH2:46][CH2:47]1. (4) Given the reactants C(=O)([O-])[O-].[Ce+3:5].C(=O)([O-])[O-].C(=O)([O-])[O-].[Ce+3].[N+:15]([O-:18])([O-:17])=[O:16].OO.N, predict the reaction product. The product is: [N+:15]([O-:18])([O-:17])=[O:16].[Ce+3:5].[N+:15]([O-:18])([O-:17])=[O:16].[N+:15]([O-:18])([O-:17])=[O:16]. (5) Given the reactants CS(N1CCN([C@@H](CNC(=O)C2C=CC(OC)=CC=2)C(O)=O)CC1)(=O)=[O:3].O[C@@:28]([C:51](=[O:53])[NH2:52])([N:41]1[CH2:46][CH2:45][N:44]([S:47]([CH3:50])(=[O:49])=[O:48])[CH2:43][CH2:42]1)[CH2:29][NH:30][C:31](=[O:40])[C:32]1[CH:37]=[CH:36][C:35]([O:38][CH3:39])=[CH:34][CH:33]=1, predict the reaction product. The product is: [OH:3][NH:52][C:51]([C@@H:28]([N:41]1[CH2:46][CH2:45][N:44]([S:47]([CH3:50])(=[O:49])=[O:48])[CH2:43][CH2:42]1)[CH2:29][NH:30][C:31](=[O:40])[C:32]1[CH:37]=[CH:36][C:35]([O:38][CH3:39])=[CH:34][CH:33]=1)=[O:53]. (6) Given the reactants [CH:1]1([N:6]2[C:10]3[N:11]=[C:12]([NH2:15])[N:13]=[CH:14][C:9]=3[C:8]3[CH:16]=[CH:17][N:18]=[CH:19][C:7]2=3)[CH2:5][CH2:4][CH2:3][CH2:2]1.[Cl:20][C:21]1[N:22]=[N:23][C:24](Cl)=[CH:25][CH:26]=1.CC1(C)C2C(=C(P(C3C=CC=CC=3)C3C=CC=CC=3)C=CC=2)OC2C(P(C3C=CC=CC=3)C3C=CC=CC=3)=CC=CC1=2.CC(C)([O-])C.[Na+], predict the reaction product. The product is: [CH:1]1([N:6]2[C:10]3[N:11]=[C:12]([NH:15][C:24]4[N:23]=[N:22][C:21]([Cl:20])=[CH:26][CH:25]=4)[N:13]=[CH:14][C:9]=3[C:8]3[CH:16]=[CH:17][N:18]=[CH:19][C:7]2=3)[CH2:2][CH2:3][CH2:4][CH2:5]1. (7) Given the reactants [CH2:1]([C:3]1[CH:8]=[CH:7][CH:6]=[CH:5][C:4]=1[NH:9][NH2:10])[CH3:2].[CH2:11]([NH2:14])[CH:12]=[CH2:13].S(=O)(=O)(O)O.C(=O)([O-])[O-].[Na+].[Na+], predict the reaction product. The product is: [CH2:1]([C:3]1[CH:8]=[CH:7][CH:6]=[CH:5][C:4]=1[N:9]1[C:11]([NH2:14])=[CH:12][CH:13]=[N:10]1)[CH3:2].